This data is from Full USPTO retrosynthesis dataset with 1.9M reactions from patents (1976-2016). The task is: Predict the reactants needed to synthesize the given product. The reactants are: [Br:1][C:2]1[CH:3]=[C:4]([CH2:16][N:17]([CH3:25])[C:18](=[O:24])[O:19][C:20]([CH3:23])([CH3:22])[CH3:21])[S:5][C:6]=1SC1C=CC=C(OC)C=1.Cl[C:27]1[CH:32]=[CH:31][CH:30]=[C:29](C(OO)=O)[CH:28]=1.[S:37]([O-:41])([O-])(=[O:39])=S.[Na+].[Na+].[C:44](OCC)(=[O:46])C. Given the product [Br:1][C:2]1[CH:3]=[C:4]([CH2:16][N:17]([CH3:25])[C:18](=[O:24])[O:19][C:20]([CH3:21])([CH3:23])[CH3:22])[S:5][C:6]=1[S:37]([C:27]1[CH:32]=[CH:31][CH:30]=[C:29]([O:46][CH3:44])[CH:28]=1)(=[O:41])=[O:39], predict the reactants needed to synthesize it.